This data is from Peptide-MHC class II binding affinity with 134,281 pairs from IEDB. The task is: Regression. Given a peptide amino acid sequence and an MHC pseudo amino acid sequence, predict their binding affinity value. This is MHC class II binding data. (1) The peptide sequence is NLTNLLSARKLDSSK. The MHC is DRB3_0101 with pseudo-sequence DRB3_0101. The binding affinity (normalized) is 0. (2) The peptide sequence is RNGGEIGAVALDYPS. The MHC is DRB1_0301 with pseudo-sequence DRB1_0301. The binding affinity (normalized) is 0.501. (3) The peptide sequence is QRRALLNMIGMSGGN. The MHC is DRB1_0101 with pseudo-sequence DRB1_0101. The binding affinity (normalized) is 0.875. (4) The peptide sequence is YDKFLANVSTVLVGK. The MHC is DRB1_0101 with pseudo-sequence DRB1_0101. The binding affinity (normalized) is 1.00.